Dataset: NCI-60 drug combinations with 297,098 pairs across 59 cell lines. Task: Regression. Given two drug SMILES strings and cell line genomic features, predict the synergy score measuring deviation from expected non-interaction effect. (1) Drug 1: CCC1=CC2CC(C3=C(CN(C2)C1)C4=CC=CC=C4N3)(C5=C(C=C6C(=C5)C78CCN9C7C(C=CC9)(C(C(C8N6C)(C(=O)OC)O)OC(=O)C)CC)OC)C(=O)OC.C(C(C(=O)O)O)(C(=O)O)O. Drug 2: CC(C)CN1C=NC2=C1C3=CC=CC=C3N=C2N. Cell line: LOX IMVI. Synergy scores: CSS=35.0, Synergy_ZIP=-1.93, Synergy_Bliss=-2.78, Synergy_Loewe=-14.2, Synergy_HSA=-1.51. (2) Drug 1: C1=CC(=CC=C1CCCC(=O)O)N(CCCl)CCCl. Drug 2: B(C(CC(C)C)NC(=O)C(CC1=CC=CC=C1)NC(=O)C2=NC=CN=C2)(O)O. Cell line: SK-OV-3. Synergy scores: CSS=7.97, Synergy_ZIP=-3.70, Synergy_Bliss=-5.78, Synergy_Loewe=-5.78, Synergy_HSA=-4.93. (3) Drug 1: CN1C2=C(C=C(C=C2)N(CCCl)CCCl)N=C1CCCC(=O)O.Cl. Drug 2: CC1C(C(CC(O1)OC2CC(CC3=C2C(=C4C(=C3O)C(=O)C5=CC=CC=C5C4=O)O)(C(=O)C)O)N)O. Cell line: RPMI-8226. Synergy scores: CSS=38.1, Synergy_ZIP=-0.836, Synergy_Bliss=-1.81, Synergy_Loewe=-18.3, Synergy_HSA=0.129. (4) Drug 2: CC(C)NC(=O)C1=CC=C(C=C1)CNNC.Cl. Cell line: CCRF-CEM. Synergy scores: CSS=-1.24, Synergy_ZIP=0.587, Synergy_Bliss=0.0904, Synergy_Loewe=-1.28, Synergy_HSA=-1.31. Drug 1: CC1=C(C=C(C=C1)C(=O)NC2=CC(=CC(=C2)C(F)(F)F)N3C=C(N=C3)C)NC4=NC=CC(=N4)C5=CN=CC=C5.